The task is: Regression. Given a peptide amino acid sequence and an MHC pseudo amino acid sequence, predict their binding affinity value. This is MHC class I binding data.. This data is from Peptide-MHC class I binding affinity with 185,985 pairs from IEDB/IMGT. (1) The peptide sequence is LMTHTWHAK. The MHC is HLA-A02:12 with pseudo-sequence HLA-A02:12. The binding affinity (normalized) is 0.0847. (2) The peptide sequence is WAQDAAMY. The MHC is HLA-A23:01 with pseudo-sequence HLA-A23:01. The binding affinity (normalized) is 0. (3) The peptide sequence is KVSVGSYFC. The MHC is HLA-A25:01 with pseudo-sequence HLA-A25:01. The binding affinity (normalized) is 0.0847. (4) The peptide sequence is ADTLLHSTYF. The MHC is Mamu-A01 with pseudo-sequence Mamu-A01. The binding affinity (normalized) is 0.201. (5) The MHC is HLA-B08:02 with pseudo-sequence HLA-B08:02. The binding affinity (normalized) is 0.0847. The peptide sequence is KLDFIRNTK. (6) The peptide sequence is YRIWLEQNK. The MHC is HLA-B27:05 with pseudo-sequence HLA-B27:05. The binding affinity (normalized) is 0.592. (7) The peptide sequence is ERYLKDQQL. The MHC is HLA-A29:02 with pseudo-sequence HLA-A29:02. The binding affinity (normalized) is 0. (8) The peptide sequence is DEVEFLGHY. The MHC is HLA-B35:01 with pseudo-sequence HLA-B35:01. The binding affinity (normalized) is 0.